Dataset: Catalyst prediction with 721,799 reactions and 888 catalyst types from USPTO. Task: Predict which catalyst facilitates the given reaction. (1) Reactant: [Cl:1][C:2]1[CH:3]=[C:4]([NH:16][C:17]2[C:18]3[N:25]([CH2:26][C:27]4[O:31][C:30]([C:32]([O:34]CC)=[O:33])=[CH:29][CH:28]=4)[CH:24]=[CH:23][C:19]=3[N:20]=[CH:21][N:22]=2)[CH:5]=[CH:6][C:7]=1[O:8][CH2:9][C:10]1[CH:15]=[CH:14][CH:13]=[CH:12][N:11]=1.O1CCCC1.[OH-].[Na+].Cl. Product: [Cl:1][C:2]1[CH:3]=[C:4]([NH:16][C:17]2[C:18]3[N:25]([CH2:26][C:27]4[O:31][C:30]([C:32]([OH:34])=[O:33])=[CH:29][CH:28]=4)[CH:24]=[CH:23][C:19]=3[N:20]=[CH:21][N:22]=2)[CH:5]=[CH:6][C:7]=1[O:8][CH2:9][C:10]1[CH:15]=[CH:14][CH:13]=[CH:12][N:11]=1. The catalyst class is: 97. (2) Reactant: [Si:1]([O:8][CH2:9][CH2:10][CH2:11][CH2:12][C:13]1[CH:18]=[CH:17][C:16]([CH2:19][C:20](O)=[O:21])=[CH:15][CH:14]=1)([C:4]([CH3:7])([CH3:6])[CH3:5])([CH3:3])[CH3:2].[H-].[Al+3].[Li+].[H-].[H-].[H-].O.[OH-].[Na+]. Product: [OH:21][CH2:20][CH2:19][C:16]1[CH:17]=[CH:18][C:13]([CH2:12][CH2:11][CH2:10][CH2:9][O:8][Si:1]([C:4]([CH3:7])([CH3:6])[CH3:5])([CH3:3])[CH3:2])=[CH:14][CH:15]=1. The catalyst class is: 28. (3) Reactant: [C:1]([O:5][C:6]([N:8]1[CH:12](C(O)=O)[CH2:11][S:10][CH2:9]1)=[O:7])([CH3:4])([CH3:3])[CH3:2].B.C1C[O:20][CH2:19]C1. Product: [C:1]([O:5][C:6]([N:8]1[CH2:12][CH:11]([CH2:19][OH:20])[S:10][CH2:9]1)=[O:7])([CH3:2])([CH3:3])[CH3:4]. The catalyst class is: 1.